From a dataset of Reaction yield outcomes from USPTO patents with 853,638 reactions. Predict the reaction yield, written as a fraction of the theoretical maximum amount of product (1.0 means a 100% yield; for example, 0.34 means a 34% yield). (1) The reactants are Br[C:2]1[CH:3]=[C:4]([C:8]([OH:17])([C:13]([F:16])([F:15])[F:14])[C:9]([F:12])([F:11])[F:10])[CH:5]=[CH:6][CH:7]=1.[CH3:18][C:19]1([CH3:35])[C:23]([CH3:25])([CH3:24])[O:22][B:21]([B:21]2[O:22][C:23]([CH3:25])([CH3:24])[C:19]([CH3:35])([CH3:18])[O:20]2)[O:20]1.CC([O-])=O.[K+]. The catalyst is CS(C)=O.C1C=CC(P(C2C=CC=CC=2)[C-]2C=CC=C2)=CC=1.C1C=CC(P(C2C=CC=CC=2)[C-]2C=CC=C2)=CC=1.Cl[Pd]Cl.[Fe+2]. The product is [F:10][C:9]([F:12])([F:11])[C:8]([C:4]1[CH:5]=[CH:6][CH:7]=[C:2]([B:21]2[O:22][C:23]([CH3:25])([CH3:24])[C:19]([CH3:35])([CH3:18])[O:20]2)[CH:3]=1)([OH:17])[C:13]([F:16])([F:15])[F:14]. The yield is 0.280. (2) The reactants are [F:1][C:2]1[CH:20]=[C:19]([F:21])[CH:18]=[CH:17][C:3]=1[O:4][C:5]1[CH:6]=[CH:7][C:8]2[N:12]=[C:11]([CH2:13][OH:14])[N:10]([CH3:15])[C:9]=2[CH:16]=1.O[C:23]1[CH:24]=[C:25]([CH:30]=[CH:31][CH:32]=1)[C:26]([O:28][CH3:29])=[O:27].C(P(CCCC)CCCC)CCC.N(C(N1CCCCC1)=O)=NC(N1CCCCC1)=O. The catalyst is ClCCl. The product is [F:1][C:2]1[CH:20]=[C:19]([F:21])[CH:18]=[CH:17][C:3]=1[O:4][C:5]1[CH:6]=[CH:7][C:8]2[N:12]=[C:11]([CH2:13][O:14][C:23]3[CH:24]=[C:25]([CH:30]=[CH:31][CH:32]=3)[C:26]([O:28][CH3:29])=[O:27])[N:10]([CH3:15])[C:9]=2[CH:16]=1. The yield is 0.840. (3) The reactants are [CH3:1][C:2]1[CH:7]=[CH:6][CH:5]=[CH:4][C:3]=1[C:8]1[N:12]([S:13]([C:16]2[CH:21]=[CH:20][CH:19]=[C:18]([S:22]([CH3:25])(=[O:24])=[O:23])[CH:17]=2)(=[O:15])=[O:14])[CH:11]=[C:10]([CH:26]=O)[CH:9]=1.CO.[CH3:30][NH2:31].[BH4-].[Na+].[ClH:34].C(=O)([O-])O.[Na+]. The catalyst is CO. The product is [ClH:34].[CH3:30][NH:31][CH2:26][C:10]1[CH:9]=[C:8]([C:3]2[CH:4]=[CH:5][CH:6]=[CH:7][C:2]=2[CH3:1])[N:12]([S:13]([C:16]2[CH:21]=[CH:20][CH:19]=[C:18]([S:22]([CH3:25])(=[O:23])=[O:24])[CH:17]=2)(=[O:15])=[O:14])[CH:11]=1. The yield is 0.550. (4) The reactants are [NH2:1][C:2]1[CH:26]=[CH:25][C:5]([O:6][C:7]2[CH:12]=[CH:11][N:10]=[C:9]([NH:13][C:14](=[O:24])[N:15]([CH3:23])[CH:16]3[CH2:21][CH2:20][N:19]([CH3:22])[CH2:18][CH2:17]3)[CH:8]=2)=[C:4]([F:27])[CH:3]=1.[C:28]1([CH2:34][C:35]([N:37]=[C:38]=[O:39])=[O:36])[CH:33]=[CH:32][CH:31]=[CH:30][CH:29]=1.C(OCC)C.CCCCCC. The yield is 0.881. The catalyst is O1CCCC1.FC1C=C(NC(NC(=O)CC2C=CC=CC=2)=S)C=CC=1OC1N=CN=C(NC(N2CCCC2)=O)C=1. The product is [F:27][C:4]1[CH:3]=[C:2]([NH:1][C:38]([NH:37][C:35](=[O:36])[CH2:34][C:28]2[CH:29]=[CH:30][CH:31]=[CH:32][CH:33]=2)=[O:39])[CH:26]=[CH:25][C:5]=1[O:6][C:7]1[CH:12]=[CH:11][N:10]=[C:9]([NH:13][C:14](=[O:24])[N:15]([CH3:23])[CH:16]2[CH2:17][CH2:18][N:19]([CH3:22])[CH2:20][CH2:21]2)[CH:8]=1. (5) The product is [N+:1]([C:4]1[CH:5]=[C:6]([CH:7]=[CH:8][CH:9]=1)[O:10][C:14]1[CH:19]=[N:18][CH:17]=[CH:16][N:15]=1)([O-:3])=[O:2]. The reactants are [N+:1]([C:4]1[CH:5]=[C:6]([OH:10])[CH:7]=[CH:8][CH:9]=1)([O-:3])=[O:2].[H-].[Na+].I[C:14]1[CH:19]=[N:18][CH:17]=[CH:16][N:15]=1. The yield is 0.610. The catalyst is CS(C)=O.